Dataset: Forward reaction prediction with 1.9M reactions from USPTO patents (1976-2016). Task: Predict the product of the given reaction. (1) Given the reactants [Cl:1][C:2]1[C:10]([O:11][CH:12]2[CH2:17][CH2:16][CH:15]([CH3:18])[N:14]([C:19](=[O:31])[C:20]3[CH:25]=[CH:24][CH:23]=[CH:22][C:21]=3[N:26]3[N:30]=[CH:29][CH:28]=[N:27]3)[CH2:13]2)=[N:9][CH:8]=[CH:7][C:3]=1[C:4]([OH:6])=[O:5].[Si](C=[N+]=[N-])(C)(C)[CH3:33], predict the reaction product. The product is: [CH3:33][O:5][C:4](=[O:6])[C:3]1[CH:7]=[CH:8][N:9]=[C:10]([O:11][CH:12]2[CH2:17][CH2:16][CH:15]([CH3:18])[N:14]([C:19](=[O:31])[C:20]3[CH:25]=[CH:24][CH:23]=[CH:22][C:21]=3[N:26]3[N:30]=[CH:29][CH:28]=[N:27]3)[CH2:13]2)[C:2]=1[Cl:1]. (2) Given the reactants [Cl:1][C:2]1[C:6]([Cl:7])=[C:5]([CH3:8])[NH:4][C:3]=1[C:9]([NH:11][CH:12]1[CH2:17][CH2:16][N:15]([N:18]=O)[CH2:14][CH2:13]1)=[O:10].C([O-])([O-])=O.[Na+].[Na+], predict the reaction product. The product is: [NH2:18][N:15]1[CH2:16][CH2:17][CH:12]([NH:11][C:9]([C:3]2[NH:4][C:5]([CH3:8])=[C:6]([Cl:7])[C:2]=2[Cl:1])=[O:10])[CH2:13][CH2:14]1. (3) Given the reactants [CH3:1][O:2][C:3]1[CH:8]=[CH:7][CH:6]=[CH:5][C:4]=1[C:9]1[C:17]2[C:12](=[N:13][CH:14]=[C:15]([CH:18]3OC(C)(C)C(C)(C)O3)[CH:16]=2)[N:11]([S:27]([C:30]2[CH:35]=[CH:34][C:33]([CH3:36])=[CH:32][CH:31]=2)(=[O:29])=[O:28])[CH:10]=1.[NH2:37][C:38]1[CH:48]=[CH:47]C(Br)=[CH:45][C:39]=1[C:40]([N:42]([CH3:44])[CH3:43])=[O:41], predict the reaction product. The product is: [NH2:37][C:38]1[CH:48]=[CH:47][C:18]([C:15]2[CH:16]=[C:17]3[C:9]([C:4]4[CH:5]=[CH:6][CH:7]=[CH:8][C:3]=4[O:2][CH3:1])=[CH:10][N:11]([S:27]([C:30]4[CH:35]=[CH:34][C:33]([CH3:36])=[CH:32][CH:31]=4)(=[O:28])=[O:29])[C:12]3=[N:13][CH:14]=2)=[CH:45][C:39]=1[C:40]([N:42]([CH3:43])[CH3:44])=[O:41]. (4) Given the reactants [F:1][C:2]([F:13])([F:12])[C:3]1[N:4]=[C:5]2[CH:10]=[N:9][CH:8]=[CH:7][N:6]2[CH:11]=1, predict the reaction product. The product is: [F:12][C:2]([F:1])([F:13])[C:3]1[N:4]=[C:5]2[CH2:10][NH:9][CH2:8][CH2:7][N:6]2[CH:11]=1. (5) Given the reactants Br[C:2]1[N:7]=[CH:6][C:5]([OH:8])=[CH:4][C:3]=1[Cl:9].[C:10]1(B(O)O)[CH:15]=[CH:14][CH:13]=[CH:12][CH:11]=1.C([O-])([O-])=O.[Na+].[Na+], predict the reaction product. The product is: [Cl:9][C:3]1[CH:4]=[C:5]([OH:8])[CH:6]=[N:7][C:2]=1[C:10]1[CH:15]=[CH:14][CH:13]=[CH:12][CH:11]=1. (6) Given the reactants [N+:1]([CH2:4][C:5]1([CH2:11][CH2:12][NH2:13])[CH2:10][CH2:9][CH2:8][CH2:7][CH2:6]1)([O-:3])=[O:2].[C:14](Cl)(=[O:16])[CH3:15].C(N(CC)CC)C, predict the reaction product. The product is: [N+:1]([CH2:4][C:5]1([CH2:11][CH2:12][NH:13][C:14](=[O:16])[CH3:15])[CH2:10][CH2:9][CH2:8][CH2:7][CH2:6]1)([O-:3])=[O:2]. (7) Given the reactants [CH2:1]([C:4]1[C:12]([OH:13])=[CH:11][C:10]([CH3:14])=[C:9]2[C:5]=1[CH:6]=[CH:7][NH:8]2)[CH:2]=[CH2:3].CO.[C:17](C=P(CCCC)(CCCC)CCCC)#N, predict the reaction product. The product is: [CH2:1]([C:4]1[C:12]([O:13][CH3:17])=[CH:11][C:10]([CH3:14])=[C:9]2[C:5]=1[CH:6]=[CH:7][NH:8]2)[CH:2]=[CH2:3]. (8) The product is: [S:2]([O-:8])([O:1][CH2:6][CH2:5][CH2:4][O:9][C:10]1[CH:11]=[C:12]([C:18](=[O:20])[CH3:19])[CH:13]=[CH:14][C:15]=1[O:16][CH3:17])(=[O:7])=[O:3].[K+:25]. Given the reactants [O:1]1[CH2:6][CH2:5][CH2:4][O:3][S:2]1(=[O:8])=[O:7].[OH:9][C:10]1[CH:11]=[C:12]([C:18](=[O:20])[CH3:19])[CH:13]=[CH:14][C:15]=1[O:16][CH3:17].C(=O)([O-])[O-].[K+:25].[K+], predict the reaction product. (9) Given the reactants Cl[C:2]1[N:7]=[CH:6][C:5]2[C:8]([C:30]3([CH3:35])[CH2:32][C:31]3([F:34])[F:33])=[N:9][N:10](C(C3C=CC=CC=3)(C3C=CC=CC=3)C3C=CC=CC=3)[C:4]=2[CH:3]=1.[F:36][C:37]1[CH:42]=[CH:41][C:40]([C@H:43]([NH:45][C:46]([NH2:48])=[O:47])[CH3:44])=[CH:39][CH:38]=1.[C:49]([OH:55])([C:51]([F:54])([F:53])[F:52])=[O:50], predict the reaction product. The product is: [F:52][C:51]([F:54])([F:53])[C:49]([OH:55])=[O:50].[F:34][C:31]1([F:33])[CH2:32][C:30]1([C:8]1[C:5]2[CH:6]=[N:7][C:2]([NH:48][C:46]([NH:45][C@@H:43]([C:40]3[CH:39]=[CH:38][C:37]([F:36])=[CH:42][CH:41]=3)[CH3:44])=[O:47])=[CH:3][C:4]=2[NH:10][N:9]=1)[CH3:35].